Dataset: Reaction yield outcomes from USPTO patents with 853,638 reactions. Task: Predict the reaction yield, written as a fraction of the theoretical maximum amount of product (1.0 means a 100% yield; for example, 0.34 means a 34% yield). (1) The reactants are [Cl:1][C:2]1[CH:7]=[CH:6][C:5]([CH2:8][CH2:9][CH:10]([NH:13][O:14][CH3:15])[CH2:11][F:12])=[CH:4][CH:3]=1.C(N(CC)CC)C.[F:23][CH:24]([F:34])[C:25]1[C:29]([C:30](Cl)=[O:31])=[CH:28][N:27]([CH3:33])[N:26]=1. The product is [Cl:1][C:2]1[CH:3]=[CH:4][C:5]([CH2:8][CH2:9][CH:10]([N:13]([O:14][CH3:15])[C:30]([C:29]2[C:25]([CH:24]([F:34])[F:23])=[N:26][N:27]([CH3:33])[CH:28]=2)=[O:31])[CH2:11][F:12])=[CH:6][CH:7]=1. The catalyst is ClCCl. The yield is 0.660. (2) The reactants are CC1C=C(C)N=C([O:8][C@@H:9]([C:13]([O:26][CH3:27])([C:20]2[CH:21]=[CH:22][CH:23]=[CH:24][CH:25]=2)[C:14]2[CH:15]=[CH:16][CH:17]=[CH:18][CH:19]=2)[C:10]([OH:12])=[O:11])N=1.OC(C(OC)(C1C=CC=CC=1)C1C=CC=CC=1)C(O)=O.[N+](C1C=CC([C@@H](N)C)=CC=1)([O-])=O. No catalyst specified. The product is [OH:8][C@@H:9]([C:13]([O:26][CH3:27])([C:14]1[CH:15]=[CH:16][CH:17]=[CH:18][CH:19]=1)[C:20]1[CH:21]=[CH:22][CH:23]=[CH:24][CH:25]=1)[C:10]([OH:12])=[O:11]. The yield is 0.350.